From a dataset of Forward reaction prediction with 1.9M reactions from USPTO patents (1976-2016). Predict the product of the given reaction. (1) Given the reactants F[C:2]1[N:7]=[C:6]([C:8]([NH:10][C:11]2[CH:19]=[C:18]([C:20]3[CH:28]=[CH:27][CH:26]=[C:25]4[C:21]=3[CH:22]=[CH:23][NH:24]4)[CH:17]=[C:16]3[C:12]=2[CH:13]=[N:14][NH:15]3)=[O:9])[CH:5]=[CH:4][CH:3]=1.[CH3:29][NH:30][CH:31]1[CH2:36][CH2:35][O:34][CH2:33][CH2:32]1.CCN(C(C)C)C(C)C, predict the reaction product. The product is: [NH:24]1[C:25]2[C:21](=[C:20]([C:18]3[CH:17]=[C:16]4[C:12]([CH:13]=[N:14][NH:15]4)=[C:11]([NH:10][C:8]([C:6]4[CH:5]=[CH:4][CH:3]=[C:2]([N:30]([CH3:29])[CH:31]5[CH2:36][CH2:35][O:34][CH2:33][CH2:32]5)[N:7]=4)=[O:9])[CH:19]=3)[CH:28]=[CH:27][CH:26]=2)[CH:22]=[CH:23]1. (2) Given the reactants [CH2:1]([C:5]1[CH:10]=[CH:9][C:8]([C:11]#[C:12][C:13]2[CH:31]=[CH:30][C:16]([CH2:17][NH:18][CH2:19][C:20]3[CH:29]=[CH:28][C:23]([C:24]([O:26][CH3:27])=[O:25])=[CH:22][CH:21]=3)=[CH:15][CH:14]=2)=[CH:7][CH:6]=1)[CH2:2][CH2:3][CH3:4].[CH:32]1([CH2:37][CH2:38][C:39](Cl)=[O:40])[CH2:36][CH2:35][CH2:34][CH2:33]1, predict the reaction product. The product is: [CH2:1]([C:5]1[CH:6]=[CH:7][C:8]([C:11]#[C:12][C:13]2[CH:14]=[CH:15][C:16]([CH2:17][N:18]([CH2:19][C:20]3[CH:29]=[CH:28][C:23]([C:24]([O:26][CH3:27])=[O:25])=[CH:22][CH:21]=3)[C:39](=[O:40])[CH2:38][CH2:37][CH:32]3[CH2:36][CH2:35][CH2:34][CH2:33]3)=[CH:30][CH:31]=2)=[CH:9][CH:10]=1)[CH2:2][CH2:3][CH3:4].